Dataset: Catalyst prediction with 721,799 reactions and 888 catalyst types from USPTO. Task: Predict which catalyst facilitates the given reaction. Reactant: [CH3:1][O:2][C:3]1[CH:4]=[CH:5][C:6]([N+:13]([O-])=O)=[C:7]([NH:9][CH2:10][CH2:11][OH:12])[CH:8]=1. Product: [NH2:13][C:6]1[CH:5]=[CH:4][C:3]([O:2][CH3:1])=[CH:8][C:7]=1[NH:9][CH2:10][CH2:11][OH:12]. The catalyst class is: 256.